This data is from Peptide-MHC class I binding affinity with 185,985 pairs from IEDB/IMGT. The task is: Regression. Given a peptide amino acid sequence and an MHC pseudo amino acid sequence, predict their binding affinity value. This is MHC class I binding data. (1) The binding affinity (normalized) is 0.605. The peptide sequence is YQCGHYTHI. The MHC is HLA-A02:02 with pseudo-sequence HLA-A02:02. (2) The peptide sequence is ALWEIQQVV. The MHC is HLA-B40:01 with pseudo-sequence HLA-B40:01. The binding affinity (normalized) is 0.0847. (3) The peptide sequence is SIKFKRKLM. The MHC is HLA-A29:02 with pseudo-sequence HLA-A29:02. The binding affinity (normalized) is 0.0847.